This data is from Catalyst prediction with 721,799 reactions and 888 catalyst types from USPTO. The task is: Predict which catalyst facilitates the given reaction. Reactant: [CH2:1]1[O:11][C:4]2([CH2:9][CH2:8][C:7](=[O:10])[CH2:6][CH2:5]2)[O:3][CH2:2]1.[I-].[CH3:13][S+](C)(C)=O.CC(C)([O-])C.[K+]. Product: [O:10]1[C:7]2([CH2:6][CH2:5][C:4]3([O:3][CH2:2][CH2:1][O:11]3)[CH2:9][CH2:8]2)[CH2:13]1. The catalyst class is: 4.